The task is: Predict the reactants needed to synthesize the given product.. This data is from Full USPTO retrosynthesis dataset with 1.9M reactions from patents (1976-2016). (1) Given the product [OH:6][C:7]1[CH:8]=[CH:9][C:10]2[CH2:19][CH2:18][CH2:17][C:16]3[N:15]=[C:14]([C:20]4[CH:25]=[CH:24][N:23]=[CH:22][CH:21]=4)[NH:13][C:12]=3[C:11]=2[CH:26]=1, predict the reactants needed to synthesize it. The reactants are: P(Cl)(Cl)Cl.C[O:6][C:7]1[CH:8]=[CH:9][C:10]2[CH2:19][CH2:18][CH2:17][C:16]3[N:15]=[C:14]([C:20]4[CH:25]=[CH:24][N:23]=[CH:22][CH:21]=4)[NH:13][C:12]=3[C:11]=2[CH:26]=1.C(=O)(O)[O-].[Na+].C(OCC)(=O)C. (2) The reactants are: C([O:3][C:4]([C:6]1[NH:7][C:8]([S:11]([N:14]2[CH2:19][CH2:18][CH:17]([S:20][C:21]3[CH:26]=[C:25]([C:27]([CH3:30])([CH3:29])[CH3:28])[C:24]([OH:31])=[C:23]([C:32]([CH3:35])([CH3:34])[CH3:33])[CH:22]=3)[CH2:16][CH2:15]2)(=[O:13])=[O:12])=[N:9][CH:10]=1)=O)C.[H-].[H-].[H-].[H-].[Li+].[Al+3]. Given the product [C:27]([C:25]1[CH:26]=[C:21]([S:20][CH:17]2[CH2:16][CH2:15][N:14]([S:11]([C:8]3[NH:7][C:6]([CH2:4][OH:3])=[CH:10][N:9]=3)(=[O:13])=[O:12])[CH2:19][CH2:18]2)[CH:22]=[C:23]([C:32]([CH3:35])([CH3:34])[CH3:33])[C:24]=1[OH:31])([CH3:30])([CH3:29])[CH3:28], predict the reactants needed to synthesize it. (3) Given the product [CH:23]1([CH2:28][CH2:29][C:30]([N:37]([CH2:38][C:39]2[CH:51]=[CH:50][C:42]([OH:43])=[C:41]([CH:40]=2)[C:46]([OH:47])=[O:45])[CH2:13][C:14]2[CH:22]=[CH:21][C:17]([C:18]([NH:11][CH2:10][CH2:9][CH2:8][CH2:7][C:1]3[CH:6]=[CH:5][CH:4]=[CH:3][CH:2]=3)=[O:19])=[CH:16][CH:15]=2)=[O:31])[CH2:27][CH2:26][CH2:25][CH2:24]1, predict the reactants needed to synthesize it. The reactants are: [C:1]1([CH2:7][CH2:8][CH2:9][CH2:10][NH2:11])[CH:6]=[CH:5][CH:4]=[CH:3][CH:2]=1.Cl[CH2:13][C:14]1[CH:22]=[CH:21][C:17]([C:18](Cl)=[O:19])=[CH:16][CH:15]=1.[CH:23]1([CH2:28][CH2:29][C:30](Cl)=[O:31])[CH2:27][CH2:26][CH2:25][CH2:24]1.C(O)(=O)C.[NH2:37][CH2:38][C:39]1[CH:51]=[CH:50][C:42]2[O:43]C(C)(C)[O:45][C:46](=[O:47])[C:41]=2[CH:40]=1. (4) Given the product [N+:1]([C:4]1[CH:5]=[CH:6][C:7]([S:10]([O:13][CH2:14][C@H:15]2[CH2:17][C:16]2([F:19])[F:18])(=[O:11])=[O:12])=[CH:8][CH:9]=1)([O-:3])=[O:2], predict the reactants needed to synthesize it. The reactants are: [N+:1]([C:4]1[CH:9]=[CH:8][C:7]([S:10]([O:13][CH2:14][CH:15]2[CH2:17][C:16]2([F:19])[F:18])(=[O:12])=[O:11])=[CH:6][CH:5]=1)([O-:3])=[O:2].